This data is from Full USPTO retrosynthesis dataset with 1.9M reactions from patents (1976-2016). The task is: Predict the reactants needed to synthesize the given product. (1) Given the product [C:1]([O:5][C:6]([NH:8][CH2:9][CH2:10][CH2:11][O:12][CH2:13][CH2:14][O:15][CH2:16][CH2:17][O:18][CH2:19][CH2:20][CH2:21][NH:22][C:23]([CH2:25][CH2:26][CH2:27][O:28][C:29]1[C:34]([CH2:35][CH2:36][C:37]([OH:39])=[O:38])=[C:33]([O:41][CH2:42][CH2:43][CH2:44][CH2:45][CH2:46][O:47][C:48]2[CH:53]=[C:52]([C:54]3[CH:59]=[CH:58][CH:57]=[CH:56][CH:55]=3)[CH:51]=[C:50]([C:60]3[CH:61]=[CH:62][CH:63]=[CH:64][CH:65]=3)[N:49]=2)[CH:32]=[CH:31][CH:30]=1)=[O:24])=[O:7])([CH3:4])([CH3:2])[CH3:3], predict the reactants needed to synthesize it. The reactants are: [C:1]([O:5][C:6]([NH:8][CH2:9][CH2:10][CH2:11][O:12][CH2:13][CH2:14][O:15][CH2:16][CH2:17][O:18][CH2:19][CH2:20][CH2:21][NH:22][C:23]([CH2:25][CH2:26][CH2:27][O:28][C:29]1[C:34]([CH2:35][CH2:36][C:37]([O:39]C)=[O:38])=[C:33]([O:41][CH2:42][CH2:43][CH2:44][CH2:45][CH2:46][O:47][C:48]2[CH:53]=[C:52]([C:54]3[CH:59]=[CH:58][CH:57]=[CH:56][CH:55]=3)[CH:51]=[C:50]([C:60]3[CH:65]=[CH:64][CH:63]=[CH:62][CH:61]=3)[N:49]=2)[CH:32]=[CH:31][CH:30]=1)=[O:24])=[O:7])([CH3:4])([CH3:3])[CH3:2].[Li+].[OH-]. (2) Given the product [Cl:1][C:2]1[N:3]=[CH:4][N:5]([C:18]2[CH:23]=[CH:22][C:21]([S:24]([CH3:27])(=[O:26])=[O:25])=[CH:20][CH:19]=2)[C:6]=1[C:7]1[CH:12]=[CH:11][C:10]([N:13]2[CH2:17][CH2:16][CH2:15][CH2:14]2)=[C:9]([Cl:28])[CH:8]=1, predict the reactants needed to synthesize it. The reactants are: [Cl:1][C:2]1[N:3]=[CH:4][N:5]([C:18]2[CH:23]=[CH:22][C:21]([S:24]([CH3:27])(=[O:26])=[O:25])=[CH:20][CH:19]=2)[C:6]=1[C:7]1[CH:12]=[CH:11][C:10]([N:13]2[CH2:17][CH2:16][CH2:15][CH2:14]2)=[CH:9][CH:8]=1.[Cl:28]N1C(=O)CCC1=O. (3) Given the product [CH2:1]([NH:10][C:22]([NH:21][C:16]1[CH:17]=[C:18]2[C:13](=[CH:14][CH:15]=1)[N:12]=[C:11]([NH:10][C@H:1]1[C:9]3[C:4](=[CH:5][CH:6]=[CH:7][CH:8]=3)[CH2:3][CH2:2]1)[CH:20]=[CH:19]2)=[NH:24])[C:9]1[CH:4]=[CH:5][CH:6]=[CH:7][CH:8]=1, predict the reactants needed to synthesize it. The reactants are: [C@H:1]1([NH:10][C:11]2[CH:20]=[CH:19][C:18]3[C:13](=[CH:14][CH:15]=[C:16]([NH:21][C:22]([NH2:24])=S)[CH:17]=3)[N:12]=2)[C:9]2[C:4](=[CH:5][CH:6]=[CH:7][CH:8]=2)[CH2:3][CH2:2]1.CI. (4) Given the product [F:1][C:2]1[CH:3]=[C:4]([CH:31]=[CH:32][C:33]=1[NH:34][C:35]([NH:37][C:38]1[CH:43]=[C:42]([CH3:44])[CH:41]=[CH:40][C:39]=1[F:45])=[O:36])[O:5][C:6]1[CH:11]=[CH:10][N:9]=[C:8]([C:12]2[NH:16][CH:15]=[C:14]([C:17]([N:19]3[CH2:20][CH2:21][N:22]([CH2:25][C:26]([OH:28])=[O:27])[CH2:23][CH2:24]3)=[O:18])[CH:13]=2)[CH:7]=1, predict the reactants needed to synthesize it. The reactants are: [F:1][C:2]1[CH:3]=[C:4]([CH:31]=[CH:32][C:33]=1[NH:34][C:35]([NH:37][C:38]1[CH:43]=[C:42]([CH3:44])[CH:41]=[CH:40][C:39]=1[F:45])=[O:36])[O:5][C:6]1[CH:11]=[CH:10][N:9]=[C:8]([C:12]2[NH:16][CH:15]=[C:14]([C:17]([N:19]3[CH2:24][CH2:23][N:22]([CH2:25][C:26]([O:28]CC)=[O:27])[CH2:21][CH2:20]3)=[O:18])[CH:13]=2)[CH:7]=1.[OH-].[Na+].O.Cl. (5) Given the product [CH3:14][C:2]1[C:7]2[O:8][CH2:9][CH2:10][O:11][C:6]=2[CH:5]=[C:4]([CH:12]=[O:13])[CH:3]=1, predict the reactants needed to synthesize it. The reactants are: Br[C:2]1[C:7]2[O:8][CH2:9][CH2:10][O:11][C:6]=2[CH:5]=[C:4]([CH:12]=[O:13])[CH:3]=1.[CH3:14]N(C=O)C. (6) Given the product [F:1][C:2]1[CH:3]=[C:4]([C@@:15]([C:24]2[CH:29]=[CH:28][C:27]([F:30])=[CH:26][CH:25]=2)([NH2:23])[CH2:16][C:17]2[CH:22]=[CH:21][CH:20]=[CH:19][CH:18]=2)[CH:5]=[C:6]([O:8][C:9]([F:14])([F:13])[CH:10]([F:12])[F:11])[CH:7]=1.[F:68][C:65]([F:66])([F:67])[C:64]([CH:70]1[O:74][N:73]=[C:72]([C:75]([OH:77])=[O:76])[CH2:71]1)([OH:69])[C:63]([F:79])([F:78])[F:62].[F:1][C:2]1[CH:3]=[C:4]([C@:15]([NH:23][C:75]([C:72]2[CH2:71][CH:70]([C:64]([OH:69])([C:63]([F:79])([F:78])[F:62])[C:65]([F:66])([F:67])[F:68])[O:74][N:73]=2)=[O:76])([C:24]2[CH:29]=[CH:28][C:27]([F:30])=[CH:26][CH:25]=2)[CH2:16][C:17]2[CH:22]=[CH:21][CH:20]=[CH:19][CH:18]=2)[CH:5]=[C:6]([O:8][C:9]([F:14])([F:13])[CH:10]([F:12])[F:11])[CH:7]=1, predict the reactants needed to synthesize it. The reactants are: [F:1][C:2]1[CH:3]=[C:4]([C@@:15]([C:24]2[CH:29]=[CH:28][C:27]([F:30])=[CH:26][CH:25]=2)([NH2:23])[CH2:16][C:17]2[CH:22]=[CH:21][CH:20]=[CH:19][CH:18]=2)[CH:5]=[C:6]([O:8][C:9]([F:14])([F:13])[CH:10]([F:12])[F:11])[CH:7]=1.CN1CCOCC1.C1CN([P+](Br)(N2CCCC2)N2CCCC2)CC1.F[P-](F)(F)(F)(F)F.[F:62][C:63]([F:79])([F:78])[C:64]([CH:70]1[O:74][N:73]=[C:72]([C:75]([OH:77])=[O:76])[CH2:71]1)([OH:69])[C:65]([F:68])([F:67])[F:66]. (7) Given the product [F:1][C:2]1[CH:3]=[C:4]([C:8]2[N:9]=[CH:10][C:11]([C:14]([OH:16])=[O:15])=[CH:12][N:13]=2)[CH:5]=[CH:6][CH:7]=1, predict the reactants needed to synthesize it. The reactants are: [F:1][C:2]1[CH:3]=[C:4]([C:8]2[N:13]=[CH:12][C:11]([C:14]([O:16]C)=[O:15])=[CH:10][N:9]=2)[CH:5]=[CH:6][CH:7]=1.O1CCCC1.C(O)C. (8) The reactants are: [NH:1]1[C:9]2[C:4](=[N:5][CH:6]=[CH:7][CH:8]=2)[CH2:3][CH2:2]1.C(O)CC.[Cl:14][C:15]1[CH:20]=[C:19](Cl)[N:18]=[CH:17][N:16]=1. Given the product [Cl:14][C:15]1[N:16]=[CH:17][N:18]=[C:19]([N:1]2[C:9]3[C:4](=[N:5][CH:6]=[CH:7][CH:8]=3)[CH2:3][CH2:2]2)[CH:20]=1, predict the reactants needed to synthesize it.